Dataset: Catalyst prediction with 721,799 reactions and 888 catalyst types from USPTO. Task: Predict which catalyst facilitates the given reaction. (1) Reactant: [C:1]([NH2:5])([CH3:4])([CH3:3])[CH3:2].C(N(CC)CC)C.[Cl:13][CH2:14][C:15](Cl)=[O:16]. Product: [C:1]([NH:5][C:15](=[O:16])[CH2:14][Cl:13])([CH3:4])([CH3:3])[CH3:2]. The catalyst class is: 2. (2) Reactant: [NH:1]1[CH2:6][CH2:5][NH:4][CH2:3][CH:2]1[C:7]([O:9][CH2:10][CH3:11])=[O:8].[Cl:12][C:13]1[CH:14]=[C:15]([N:20]=[C:21]=[O:22])[CH:16]=[C:17]([Cl:19])[CH:18]=1. Product: [Cl:12][C:13]1[CH:14]=[C:15]([CH:16]=[C:17]([Cl:19])[CH:18]=1)[NH:20][C:21]([N:4]1[CH2:5][CH2:6][NH:1][CH:2]([C:7]([O:9][CH2:10][CH3:11])=[O:8])[CH2:3]1)=[O:22]. The catalyst class is: 22. (3) Reactant: [CH3:1][C:2]([C:5]1[CH:10]=[CH:9][C:8]([CH2:11][N:12]2[C:17](=[O:18])[C:16]([C:19]([NH:21][CH2:22][C:23]([O:25]CC)=[O:24])=[O:20])=[C:15]([OH:28])[N:14]=[C:13]2[C:29]2[CH:34]=[CH:33][CH:32]=[CH:31][CH:30]=2)=[CH:7][CH:6]=1)([CH3:4])[CH3:3].N(CC(OCC)=O)=C=O.C(N(CC)C(C)C)(C)C.Cl. Product: [CH3:4][C:2]([C:5]1[CH:6]=[CH:7][C:8]([CH2:11][N:12]2[C:17](=[O:18])[C:16]([C:19]([NH:21][CH2:22][C:23]([OH:25])=[O:24])=[O:20])=[C:15]([OH:28])[N:14]=[C:13]2[C:29]2[CH:30]=[CH:31][CH:32]=[CH:33][CH:34]=2)=[CH:9][CH:10]=1)([CH3:1])[CH3:3]. The catalyst class is: 4. (4) Reactant: [Br:1][C:2]1[N:7]=[C:6]2[N:8]([CH2:11][C:12]3[CH:22]=[CH:21][C:15]4[N:16]=[C:17]([S:19][CH3:20])[S:18][C:14]=4[CH:13]=3)[CH:9]=[N:10][C:5]2=[CH:4][CH:3]=1.ClC1C=CC=C(C(OO)=[O:31])C=1.C([O-])(O)=O.[Na+]. Product: [Br:1][C:2]1[N:7]=[C:6]2[N:8]([CH2:11][C:12]3[CH:22]=[CH:21][C:15]4[N:16]=[C:17]([S:19]([CH3:20])=[O:31])[S:18][C:14]=4[CH:13]=3)[CH:9]=[N:10][C:5]2=[CH:4][CH:3]=1. The catalyst class is: 2. (5) Reactant: [C:1]1([C:7]2[C:8]3[CH:17]=[CH:16][CH:15]=[CH:14][C:9]=3[S:10][C:11]=2[CH:12]=[O:13])[CH:6]=[CH:5][CH:4]=[CH:3][CH:2]=1.[CH3:18][Mg+].[Br-]. Product: [C:1]1([C:7]2[C:8]3[CH:17]=[CH:16][CH:15]=[CH:14][C:9]=3[S:10][C:11]=2[CH:12]([OH:13])[CH3:18])[CH:2]=[CH:3][CH:4]=[CH:5][CH:6]=1. The catalyst class is: 165. (6) Reactant: [NH2:1][C:2]1[CH:10]=[CH:9][CH:8]=[C:7]([Cl:11])[C:3]=1[C:4]([NH2:6])=[O:5].[Si:12]([O:19][CH2:20][CH2:21][O:22][C:23]1[C:30]([CH3:31])=[CH:29][C:26]([CH:27]=O)=[CH:25][C:24]=1[CH3:32])([C:15]([CH3:18])([CH3:17])[CH3:16])([CH3:14])[CH3:13].OS([O-])=O.[Na+].CC1C=CC(S(O)(=O)=O)=CC=1.O. Product: [Si:12]([O:19][CH2:20][CH2:21][O:22][C:23]1[C:24]([CH3:32])=[CH:25][C:26]([C:27]2[NH:6][C:4](=[O:5])[C:3]3[C:2](=[CH:10][CH:9]=[CH:8][C:7]=3[Cl:11])[N:1]=2)=[CH:29][C:30]=1[CH3:31])([C:15]([CH3:18])([CH3:17])[CH3:16])([CH3:14])[CH3:13]. The catalyst class is: 44.